Dataset: Peptide-MHC class I binding affinity with 185,985 pairs from IEDB/IMGT. Task: Regression. Given a peptide amino acid sequence and an MHC pseudo amino acid sequence, predict their binding affinity value. This is MHC class I binding data. (1) The peptide sequence is TVLSFCAFA. The MHC is HLA-A02:01 with pseudo-sequence HLA-A02:01. The binding affinity (normalized) is 0.938. (2) The peptide sequence is LTALGMSL. The MHC is Mamu-A01 with pseudo-sequence Mamu-A01. The binding affinity (normalized) is 0.741.